From a dataset of Full USPTO retrosynthesis dataset with 1.9M reactions from patents (1976-2016). Predict the reactants needed to synthesize the given product. (1) Given the product [N+:28]([C:25]1[CH:26]=[CH:27][C:22]([O:21][C:19]([NH:1][C:2]2[CH:7]=[C:6]([CH:5]=[CH:4][N:3]=2)[C:8]([O:10][CH3:11])=[O:9])=[O:20])=[CH:23][CH:24]=1)([O-:30])=[O:29], predict the reactants needed to synthesize it. The reactants are: [NH2:1][C:2]1[CH:7]=[C:6]([C:8]([O:10][CH3:11])=[O:9])[CH:5]=[CH:4][N:3]=1.N1C=CC=CC=1.Cl[C:19]([O:21][C:22]1[CH:27]=[CH:26][C:25]([N+:28]([O-:30])=[O:29])=[CH:24][CH:23]=1)=[O:20]. (2) Given the product [N+:1]([C:4]1[CH:5]=[CH:6][CH:7]=[C:8]2[C:12]=1[NH:11][CH:10]=[C:9]2[CH2:13][CH2:14][NH2:15])([O-:3])=[O:2], predict the reactants needed to synthesize it. The reactants are: [N+:1]([C:4]1[CH:5]=[CH:6][CH:7]=[C:8]2[C:12]=1[NH:11][CH:10]=[C:9]2[CH2:13][C:14]#[N:15])([O-:3])=[O:2].O. (3) Given the product [Br:1][C:2]1[CH:3]=[C:4]([C:8]([C:10]2[CH:15]=[CH:14][CH:13]=[CH:12][CH:11]=2)=[N:34][C:33]2[C:35]([CH:39]([CH3:40])[CH3:41])=[CH:36][CH:37]=[CH:38][C:32]=2[CH:29]([CH3:31])[CH3:30])[CH:5]=[CH:6][CH:7]=1, predict the reactants needed to synthesize it. The reactants are: [Br:1][C:2]1[CH:3]=[C:4]([C:8]([C:10]2[CH:15]=[CH:14][CH:13]=[CH:12][CH:11]=2)=O)[CH:5]=[CH:6][CH:7]=1.[Si](OCC)(OCC)(OCC)OCC.[CH:29]([C:32]1[CH:38]=[CH:37][CH:36]=[C:35]([CH:39]([CH3:41])[CH3:40])[C:33]=1[NH2:34])([CH3:31])[CH3:30].OS(O)(=O)=O. (4) The reactants are: [Cl:1][C:2]1[C:3]([C:9]([OH:11])=[O:10])=[N:4][C:5](Cl)=[CH:6][CH:7]=1.[BrH:12]. Given the product [Br:12][C:5]1[N:4]=[C:3]([C:9]([OH:11])=[O:10])[C:2]([Cl:1])=[CH:7][CH:6]=1, predict the reactants needed to synthesize it. (5) Given the product [C:12]1(=[O:13])[CH:2]2[CH2:3][C:4]3[CH:5]=[CH:6][CH:7]=[CH:8][C:9]=3[CH:1]2[CH2:11]1, predict the reactants needed to synthesize it. The reactants are: [CH2:1]1[C:9]2[C:4](=[CH:5][CH:6]=[CH:7][CH:8]=2)[CH:3]=[CH:2]1.Cl[C:11](Cl)(Cl)[C:12](Cl)=[O:13].